From a dataset of Reaction yield outcomes from USPTO patents with 853,638 reactions. Predict the reaction yield, written as a fraction of the theoretical maximum amount of product (1.0 means a 100% yield; for example, 0.34 means a 34% yield). (1) The reactants are N([O-])=O.[Na+].[CH3:5][N:6]1[C:14]2[C:9](=[CH:10][C:11](N)=[CH:12][CH:13]=2)[CH:8]=[N:7]1.[S:16](=[O:18])=[O:17].C(O)(=O)C.[ClH:23]. The catalyst is O.O.O.[Cu](Cl)Cl.C(#N)C. The product is [CH3:5][N:6]1[C:14]2[C:9](=[CH:10][C:11]([S:16]([Cl:23])(=[O:18])=[O:17])=[CH:12][CH:13]=2)[CH:8]=[N:7]1. The yield is 0.530. (2) The reactants are [N+:1]([C:4]1[CH:5]=[C:6]([C:14](Cl)=[O:15])[C:7]2[C:12]([CH:13]=1)=[CH:11][CH:10]=[CH:9][CH:8]=2)([O-:3])=[O:2].[N+:17](=[CH2:19])=[N-:18].CC(O)=O. The catalyst is C1COCC1. The product is [N+:17](=[CH:19][C:14]([C:6]1[C:7]2[C:12](=[CH:11][CH:10]=[CH:9][CH:8]=2)[CH:13]=[C:4]([N+:1]([O-:3])=[O:2])[CH:5]=1)=[O:15])=[N-:18]. The yield is 0.810.